Dataset: Catalyst prediction with 721,799 reactions and 888 catalyst types from USPTO. Task: Predict which catalyst facilitates the given reaction. The catalyst class is: 1. Product: [NH2:1][C:2]1[C:3]2[CH:10]=[CH:9][N:8]([C@@H:11]3[O:15][C@:14]([C:16]#[CH:17])([CH2:18][OH:19])[C@@H:13]([OH:20])[CH2:12]3)[C:4]=2[N:5]=[CH:6][N:7]=1. Reactant: [NH2:1][C:2]1[C:3]2[CH:10]=[CH:9][N:8]([C@@H:11]3[O:15][C@@:14]([CH2:18][OH:19])([C:16]#[CH:17])[C@@H:13]([O:20][Si](C(C)(C)C)(C)C)[CH2:12]3)[C:4]=2[N:5]=[CH:6][N:7]=1.O.C(=O)(O)[O-].[NH4+].C(#N)C.